Predict the reactants needed to synthesize the given product. From a dataset of Retrosynthesis with 50K atom-mapped reactions and 10 reaction types from USPTO. (1) Given the product CN(C)CCOc1cnc(N)cn1, predict the reactants needed to synthesize it. The reactants are: CN(C)CCOc1cnc([N+](=O)[O-])cn1. (2) The reactants are: CCOC(=O)C(O)C(Cc1ccccc1)NC(=O)c1cccnc1-n1ccc(-c2ccc(F)cc2)n1. Given the product O=C(NC(Cc1ccccc1)C(O)C(=O)O)c1cccnc1-n1ccc(-c2ccc(F)cc2)n1, predict the reactants needed to synthesize it.